This data is from Reaction yield outcomes from USPTO patents with 853,638 reactions. The task is: Predict the reaction yield, written as a fraction of the theoretical maximum amount of product (1.0 means a 100% yield; for example, 0.34 means a 34% yield). (1) No catalyst specified. The yield is 0.850. The reactants are [CH3:1][C:2]1[O:6][N:5]=[C:4]([C:7]2[CH:12]=[CH:11][CH:10]=[CH:9][CH:8]=2)[C:3]=1[CH2:13][O:14][C:15]1[CH:23]=[CH:22][C:18]([C:19]([OH:21])=O)=[CH:17][N:16]=1.[NH2:24][C@H:25]([CH2:28][CH3:29])[CH2:26][OH:27]. The product is [OH:27][CH2:26][C@H:25]([NH:24][C:19](=[O:21])[C:18]1[CH:22]=[CH:23][C:15]([O:14][CH2:13][C:3]2[C:4]([C:7]3[CH:8]=[CH:9][CH:10]=[CH:11][CH:12]=3)=[N:5][O:6][C:2]=2[CH3:1])=[N:16][CH:17]=1)[CH2:28][CH3:29]. (2) The product is [Cl:1][C:2]1[CH:7]=[CH:6][C:5]([C:8]2[CH:13]=[C:12]([CH:14]3[CH2:16][CH2:15]3)[N:11]3[N:17]=[CH:18][C:19]([I:20])=[C:10]3[N:9]=2)=[CH:4][CH:3]=1. The yield is 0.920. The reactants are [Cl:1][C:2]1[CH:7]=[CH:6][C:5]([C:8]2[CH:13]=[C:12]([CH:14]3[CH2:16][CH2:15]3)[N:11]3[N:17]=[CH:18][CH:19]=[C:10]3[N:9]=2)=[CH:4][CH:3]=1.[I:20]N1C(=O)CCC1=O. The catalyst is CN(C)C=O. (3) The reactants are [O:1]1[C:5]2[CH:6]=[CH:7][C:8]([CH2:10][C:11]#[N:12])=[CH:9][C:4]=2[O:3]C1.B(Br)(Br)Br.O. The catalyst is C(Cl)Cl. The product is [OH:3][C:4]1[CH:9]=[C:8]([CH2:10][C:11]#[N:12])[CH:7]=[CH:6][C:5]=1[OH:1]. The yield is 0.540.